Predict the reactants needed to synthesize the given product. From a dataset of Full USPTO retrosynthesis dataset with 1.9M reactions from patents (1976-2016). (1) Given the product [CH2:14]([N:1]1[CH:5]=[CH:4][N:3]=[C:2]1[CH:6]=[O:7])[C:15]1[CH:20]=[CH:19][CH:18]=[CH:17][CH:16]=1, predict the reactants needed to synthesize it. The reactants are: [NH:1]1[CH:5]=[CH:4][N:3]=[C:2]1[CH:6]=[O:7].C([O-])([O-])=O.[K+].[K+].[CH2:14](Br)[C:15]1[CH:20]=[CH:19][CH:18]=[CH:17][CH:16]=1. (2) The reactants are: CCCCC1N([CH2:10][C:11]2[CH:16]=[CH:15][C:14](C3C(C4[N-]N=NN=4)=CC=CC=3)=[CH:13][CH:12]=2)C(CO)=C(Cl)N=1.[K+].C1C[C@H](CC(O)=O)N(C(/C=C/C2C(C3C=CC=CC=3)=N[N:52]3[C:47]=2[CH:48]=[CH:49][CH:50]=[CH:51]3)=O)CC1.C(O)(=O)CC[C@H](NC(C1C=CC(NCC2N=C3C(N=C(NC3=O)N)=NC=2)=CC=1)=O)C(O)=O.CC(OC(CNC([C@@H](NC(CC[C@H](N)C(O)=O)=O)CS)=O)=O)C.C1C(C(N[C@H](C([O-])=O)CCC([O-])=O)=O)=CC=C(NCC2N(C=O)C3C(O)=NC(N)=NC=3NC2)C=1.[Ca+2].C1C=C(O)C(C=O)=C(O[CH2:158][C:159]2[CH:160]=[CH:161][C:162]([C:165](O)=O)=[CH:163][CH:164]=2)C=1.C1C=[C:173](O)[C:174](C=O)=[C:175]([O:177]CCCCC(O)=O)[CH:176]=1. Given the product [CH3:10][C@@:11]12[C@H:16]3[CH2:161][CH2:160][C@:159]4([CH3:158])[C:164]([C:50]5[CH:49]=[CH:48][CH:47]=[N:52][CH:51]=5)=[CH:163][CH2:162][C@H:165]4[C@@H:15]3[CH2:14][CH:13]=[C:12]1[CH2:176][C@@H:175]([OH:177])[CH2:174][CH2:173]2, predict the reactants needed to synthesize it. (3) Given the product [O-:27][S:24]([C:23]([F:36])([F:35])[F:22])(=[O:26])=[O:25].[CH2:1]([C:3]1[CH:8]=[CH:7][CH:6]=[C:5]([CH2:9][CH3:10])[C:4]=1[N+:11]1[C:19]([CH3:20])([CH3:18])[CH2:14][C:13]([CH3:23])([CH3:15])[CH:12]=1)[CH3:2], predict the reactants needed to synthesize it. The reactants are: [CH2:1]([C:3]1[CH:8]=[CH:7][CH:6]=[C:5]([CH2:9][CH3:10])[C:4]=1[N-:11][CH:12]=[C:13]([CH3:15])[CH3:14])[CH3:2].[Li+].O1[C:19](C)([CH3:20])[CH2:18]1.[F:22][C:23]([F:36])([F:35])[S:24]([O:27]S(C(F)(F)F)(=O)=O)(=[O:26])=[O:25]. (4) The reactants are: [O:1]1[C:5]2[CH2:6][CH2:7][O:8][CH2:9][C:4]=2[C:3]([C:10]([OH:12])=O)=[N:2]1.[NH2:13][C@@H:14]([CH3:31])[CH2:15][N:16]1[CH:20]=[CH:19][C:18]([C:21]2[CH:28]=[C:27]([F:29])[C:24]([C:25]#[N:26])=[C:23]([Cl:30])[CH:22]=2)=[N:17]1. Given the product [Cl:30][C:23]1[CH:22]=[C:21]([C:18]2[CH:19]=[CH:20][N:16]([CH2:15][C@@H:14]([NH:13][C:10]([C:3]3[C:4]4[CH2:9][O:8][CH2:7][CH2:6][C:5]=4[O:1][N:2]=3)=[O:12])[CH3:31])[N:17]=2)[CH:28]=[C:27]([F:29])[C:24]=1[C:25]#[N:26], predict the reactants needed to synthesize it. (5) Given the product [O:32]1[C:3]2[CH:10]=[CH:11][CH:12]=[CH:47][C:48]=2[C:31]([CH2:3][CH2:10][CH2:11][CH2:12][N:13]([CH2:43][CH3:44])[CH2:14][C@@H:15]2[O:29][C:19]3=[C:20]4[C:25](=[CH:26][CH:27]=[C:18]3[O:17][CH2:16]2)[N:24]=[C:23]([CH3:28])[CH:22]=[CH:21]4)=[CH:30]1, predict the reactants needed to synthesize it. The reactants are: O1C2C=CC=CC=2[C:3]([CH2:10][CH2:11][CH2:12][NH:13][CH2:14][C@@H:15]2[O:29][C:19]3=[C:20]4[C:25](=[CH:26][CH:27]=[C:18]3[O:17][CH2:16]2)[N:24]=[C:23]([CH3:28])[CH:22]=[CH:21]4)=C1.[CH:30](=[O:32])[CH3:31].C(O[BH-](O[C:43](=O)[CH3:44])OC(=O)C)(=O)C.[Na+].[C:47](O)(=O)[CH3:48]. (6) Given the product [Br:1][C:2]1[CH:7]=[C:6]([CH:8]([CH:10]2[CH2:12][CH2:11]2)[OH:9])[CH:5]=[N:4][CH:3]=1, predict the reactants needed to synthesize it. The reactants are: [Br:1][C:2]1[CH:3]=[N:4][CH:5]=[C:6]([CH:8]=[O:9])[CH:7]=1.[CH:10]1([Mg]Br)[CH2:12][CH2:11]1. (7) Given the product [ClH:1].[Cl:1][C:2]1[CH:3]=[N+:4]([O-:54])[CH:5]=[C:6]([Cl:53])[C:7]=1[CH2:8][C@@H:9]([C:38]1[CH:43]=[CH:42][C:41]([O:44][CH:45]([F:46])[F:47])=[C:40]([O:48][CH2:49][CH:50]2[CH2:52][CH2:51]2)[CH:39]=1)[O:10][C:11](=[O:37])[CH2:12][O:13][C:14](=[O:36])[C:15]1[CH:20]=[CH:19][C:18]([O:21][CH3:22])=[C:17]([N:23]([CH2:28][CH2:29][N:30]2[CH2:31][CH2:32][O:33][CH2:34][CH2:35]2)[S:24]([CH3:27])(=[O:26])=[O:25])[CH:16]=1, predict the reactants needed to synthesize it. The reactants are: [Cl:1][C:2]1[CH:3]=[N+:4]([O-:54])[CH:5]=[C:6]([Cl:53])[C:7]=1[CH2:8][C@@H:9]([C:38]1[CH:43]=[CH:42][C:41]([O:44][CH:45]([F:47])[F:46])=[C:40]([O:48][CH2:49][CH:50]2[CH2:52][CH2:51]2)[CH:39]=1)[O:10][C:11](=[O:37])[CH2:12][O:13][C:14](=[O:36])[C:15]1[CH:20]=[CH:19][C:18]([O:21][CH3:22])=[C:17]([N:23]([CH2:28][CH2:29][N:30]2[CH2:35][CH2:34][O:33][CH2:32][CH2:31]2)[S:24]([CH3:27])(=[O:26])=[O:25])[CH:16]=1.Cl.